Task: Predict the reactants needed to synthesize the given product.. Dataset: Full USPTO retrosynthesis dataset with 1.9M reactions from patents (1976-2016) (1) Given the product [Br:2][C:3]1[C:4]([O:10][CH3:11])=[C:5]([NH:6][N:12]=[C:20]([C:21](=[O:22])[CH3:23])[C:19]([O:18][CH2:16][CH3:17])=[O:24])[CH:7]=[CH:8][CH:9]=1, predict the reactants needed to synthesize it. The reactants are: Cl.[Br:2][C:3]1[C:4]([O:10][CH3:11])=[C:5]([CH:7]=[CH:8][CH:9]=1)[NH2:6].[N:12]([O-])=O.[Na+].[CH2:16]([O:18][C:19](=[O:24])[CH2:20][C:21]([CH3:23])=[O:22])[CH3:17].C(=O)(O)[O-].[Na+]. (2) Given the product [Cl:1][C:2]1[N:7]=[C:6]([C:8]2[N:27]3[CH:26]=[CH:28][CH:29]=[CH:31][C:22]3=[N:23][C:9]=2[C:11]2[CH:12]=[CH:13][C:14]([O:19][CH3:20])=[C:15]([CH:18]=2)[C:16]#[N:17])[CH:5]=[CH:4][N:3]=1, predict the reactants needed to synthesize it. The reactants are: [Cl:1][C:2]1[N:7]=[C:6]([CH2:8][C:9]([C:11]2[CH:12]=[CH:13][C:14]([O:19][CH3:20])=[C:15]([CH:18]=2)[C:16]#[N:17])=O)[CH:5]=[CH:4][N:3]=1.Cl[C:22]1[N:27]=[C:26](/[CH:28]=[C:29](/[C:31]2C=CC(OC)=C(C=2)C#N)\O)C=C[N:23]=1.C1C(=O)N(Br)C(=O)C1.NC1C=CC=CN=1.C([O-])(O)=O.[Na+]. (3) Given the product [O:28]1[CH2:29][CH2:30][N:31]([C:34]2[CH:35]=[CH:36][C:37]([NH:38][C:24]([C:21]3[O:22][C:23]4[C:15]([N:12]5[CH2:11][CH2:10][N:9]([CH2:8][CH2:7][C:2]6[CH:3]=[CH:4][CH:5]=[CH:6][N:1]=6)[CH2:14][CH2:13]5)=[CH:16][CH:17]=[CH:18][C:19]=4[CH:20]=3)=[O:25])=[CH:39][CH:40]=2)[CH2:32][CH2:33]1, predict the reactants needed to synthesize it. The reactants are: [N:1]1[CH:6]=[CH:5][CH:4]=[CH:3][C:2]=1[CH2:7][CH2:8][N:9]1[CH2:14][CH2:13][N:12]([C:15]2[C:23]3[O:22][C:21]([C:24]([O-])=[O:25])=[CH:20][C:19]=3[CH:18]=[CH:17][CH:16]=2)[CH2:11][CH2:10]1.[Li+].[O:28]1[CH2:33][CH2:32][N:31]([C:34]2[CH:40]=[CH:39][C:37]([NH2:38])=[CH:36][CH:35]=2)[CH2:30][CH2:29]1.